This data is from Forward reaction prediction with 1.9M reactions from USPTO patents (1976-2016). The task is: Predict the product of the given reaction. (1) Given the reactants [CH2:1]([NH:8][C:9](=[O:20])[NH:10][CH2:11][C:12]1([C:15]([O:17]CC)=[O:16])[CH2:14][CH2:13]1)[C:2]1[CH:7]=[CH:6][CH:5]=[CH:4][CH:3]=1.O.[OH-].[Li+], predict the reaction product. The product is: [CH2:1]([NH:8][C:9](=[O:20])[NH:10][CH2:11][C:12]1([C:15]([OH:17])=[O:16])[CH2:14][CH2:13]1)[C:2]1[CH:3]=[CH:4][CH:5]=[CH:6][CH:7]=1. (2) Given the reactants Br[C:2]1[CH:7]=[CH:6][CH:5]=[CH:4][N:3]=1.CCCCCC.C([Li])CCC.[CH3:19][C:20]1[CH:27]=[C:26]([N+:28]([O-:30])=[O:29])[CH:25]=[CH:24][C:21]=1[CH:22]=[O:23].O, predict the reaction product. The product is: [CH3:19][C:20]1[CH:27]=[C:26]([N+:28]([O-:30])=[O:29])[CH:25]=[CH:24][C:21]=1[CH:22]([C:2]1[CH:7]=[CH:6][CH:5]=[CH:4][N:3]=1)[OH:23].